From a dataset of Peptide-MHC class II binding affinity with 134,281 pairs from IEDB. Regression. Given a peptide amino acid sequence and an MHC pseudo amino acid sequence, predict their binding affinity value. This is MHC class II binding data. (1) The peptide sequence is QSCRRPNAQRFGISNYCQI. The MHC is HLA-DQA10501-DQB10201 with pseudo-sequence HLA-DQA10501-DQB10201. The binding affinity (normalized) is 0.205. (2) The peptide sequence is AVVGLSMAASSALTL. The MHC is HLA-DQA10501-DQB10301 with pseudo-sequence HLA-DQA10501-DQB10301. The binding affinity (normalized) is 0.617. (3) The peptide sequence is ENQRTVALYSLKIAGWHGPK. The MHC is DRB1_0405 with pseudo-sequence DRB1_0405. The binding affinity (normalized) is 0.438. (4) The peptide sequence is CNANPGLMKDVAKVF. The MHC is HLA-DQA10101-DQB10501 with pseudo-sequence HLA-DQA10101-DQB10501. The binding affinity (normalized) is 0.0435. (5) The peptide sequence is TAVLRQWLPTGTLLV. The MHC is DRB1_0101 with pseudo-sequence DRB1_0101. The binding affinity (normalized) is 0.788. (6) The binding affinity (normalized) is 0.463. The MHC is DRB1_0901 with pseudo-sequence DRB1_0901. The peptide sequence is VSEALRIIAGTLEVH.